This data is from Catalyst prediction with 721,799 reactions and 888 catalyst types from USPTO. The task is: Predict which catalyst facilitates the given reaction. (1) Reactant: [Cl:1][C:2]1[CH:3]=[C:4]([C:6]([F:10])=[CH:7][C:8]=1[Cl:9])[NH2:5].Cl[C:12]1[C:21]2[C:16](=[CH:17][CH:18]=[C:19]([N+:22]([O-:24])=[O:23])[CH:20]=2)[N:15]=[CH:14][N:13]=1. Product: [N+:22]([C:19]1[CH:20]=[C:21]2[C:16](=[CH:17][CH:18]=1)[N:15]=[CH:14][N:13]=[C:12]2[NH:5][C:4]1[C:6]([F:10])=[CH:7][C:8]([Cl:9])=[C:2]([Cl:1])[CH:3]=1)([O-:24])=[O:23]. The catalyst class is: 32. (2) Reactant: [BH4-].[Na+].[C:3]([C:6]1[O:10][N:9]=[C:8]([C:11]([NH:13][CH2:14][C@@H:15]([N:17]2[CH:21]=[CH:20][C:19]([C:22]3[CH:27]=[CH:26][C:25]([C:28]#[N:29])=[C:24]([Cl:30])[CH:23]=3)=[N:18]2)[CH3:16])=[O:12])[CH:7]=1)(=[O:5])[CH3:4]. Product: [Cl:30][C:24]1[CH:23]=[C:22]([C:19]2[CH:20]=[CH:21][N:17]([C@@H:15]([CH3:16])[CH2:14][NH:13][C:11]([C:8]3[CH:7]=[C:6]([CH:3]([OH:5])[CH3:4])[O:10][N:9]=3)=[O:12])[N:18]=2)[CH:27]=[CH:26][C:25]=1[C:28]#[N:29]. The catalyst class is: 8. (3) Reactant: Br[C:2]1[CH:7]=[CH:6][C:5]([CH2:8][CH2:9][CH2:10][CH2:11][CH2:12][CH2:13][O:14][CH2:15][C:16]2([CH2:20][CH3:21])[CH2:19][O:18][CH2:17]2)=[CH:4][CH:3]=1.C([Li])CCC.C(O[B:31]1[O:35][C:34]([CH3:37])([CH3:36])[C:33]([CH3:39])([CH3:38])[O:32]1)(C)C. Product: [CH2:20]([C:16]1([CH2:15][O:14][CH2:13][CH2:12][CH2:11][CH2:10][CH2:9][CH2:8][C:5]2[CH:6]=[CH:7][C:2]([B:31]3[O:35][C:34]([CH3:37])([CH3:36])[C:33]([CH3:39])([CH3:38])[O:32]3)=[CH:3][CH:4]=2)[CH2:19][O:18][CH2:17]1)[CH3:21]. The catalyst class is: 1. (4) Product: [C:8]([C:7]1[C:2]([N:11]([CH3:10])[S:12]([CH3:15])(=[O:14])=[O:13])=[N:3][CH:4]=[CH:5][CH:6]=1)#[N:9]. The catalyst class is: 10. Reactant: Cl[C:2]1[C:7]([C:8]#[N:9])=[CH:6][CH:5]=[CH:4][N:3]=1.[CH3:10][NH:11][S:12]([CH3:15])(=[O:14])=[O:13].C([O-])([O-])=O.[Cs+].[Cs+]. (5) Reactant: [CH3:1][N:2]1[C:7](=[O:8])[N:6]([C:9]2[CH:14]=[CH:13][CH:12]=[CH:11][CH:10]=2)[C:5](=[O:15])[C:4]([C:16]([OH:18])=O)=[N:3]1.C(Cl)(=O)C([Cl:22])=O.CN(C)C=O. Product: [CH3:1][N:2]1[C:7](=[O:8])[N:6]([C:9]2[CH:14]=[CH:13][CH:12]=[CH:11][CH:10]=2)[C:5](=[O:15])[C:4]([C:16]([Cl:22])=[O:18])=[N:3]1. The catalyst class is: 4.